This data is from Cav3 T-type calcium channel HTS with 100,875 compounds. The task is: Binary Classification. Given a drug SMILES string, predict its activity (active/inactive) in a high-throughput screening assay against a specified biological target. The molecule is S(c1n(c2c(n(c(=O)[nH]c2=O)C)n1)C)CCC. The result is 0 (inactive).